Dataset: Forward reaction prediction with 1.9M reactions from USPTO patents (1976-2016). Task: Predict the product of the given reaction. (1) Given the reactants [CH3:1][C:2]1([CH3:27])[C:6]([CH3:8])([CH3:7])[O:5][B:4]([C:9]2[CH:14]=[CH:13][C:12]([NH:15][C:16]([C:18]3[O:19][C:20]4[CH:26]=[CH:25][CH:24]=[CH:23][C:21]=4[CH:22]=3)=[O:17])=[CH:11][CH:10]=2)[O:3]1.[H-].[Na+].I[CH3:31], predict the reaction product. The product is: [CH3:31][N:15]([C:12]1[CH:13]=[CH:14][C:9]([B:4]2[O:3][C:2]([CH3:27])([CH3:1])[C:6]([CH3:7])([CH3:8])[O:5]2)=[CH:10][CH:11]=1)[C:16]([C:18]1[O:19][C:20]2[CH:26]=[CH:25][CH:24]=[CH:23][C:21]=2[CH:22]=1)=[O:17]. (2) Given the reactants [C:1]([O:4][CH2:5][C:6]1[O:10][N:9]=[C:8]([CH3:11])[CH:7]=1)(=[O:3])[CH3:2].CC(O)=O.[Br:16]N1C(=O)CCC1=O.OS(O)(=O)=O.C([O-])(O)=O.[Na+], predict the reaction product. The product is: [C:1]([O:4][CH2:5][C:6]1[O:10][N:9]=[C:8]([CH3:11])[C:7]=1[Br:16])(=[O:3])[CH3:2]. (3) Given the reactants [C:1]([N:8]1[CH:12]=[CH:11]N=C1)([N:3]1[CH:7]=[CH:6]N=C1)=[O:2].[CH3:13][O:14][C:15]1[CH:21]=[CH:20][C:19]([C:22]([F:25])([F:24])[F:23])=CC=1N.C1COCC1.NC1C=[CH:48][C:35]([O:36][C:37]2[CH:42]=[CH:41][N:40]=[C:39]([NH:43][CH2:44][CH2:45][CH2:46][OH:47])[N:38]=2)=[CH:34][CH:33]=1, predict the reaction product. The product is: [OH:47][CH2:46][CH2:45][CH2:44][NH:43][C:39]1[N:38]=[C:37]([O:36][C:35]2[CH:48]=[CH:11][C:12]([NH:8][C:1]([NH:3][C:7]3[CH:6]=[C:19]([C:22]([F:23])([F:24])[F:25])[CH:20]=[CH:21][C:15]=3[O:14][CH3:13])=[O:2])=[CH:33][CH:34]=2)[CH:42]=[CH:41][N:40]=1. (4) Given the reactants [CH3:1][O:2][C:3](=[O:16])[C:4]1[C:5](=[CH:10][C:11]([CH2:14]Br)=[CH:12][CH:13]=1)[C:6]([O:8][CH3:9])=[O:7].[C:17]([O:21][C:22]([NH:24][C:25]1[CH:30]=[CH:29][CH:28]=[CH:27][C:26]=1B(O)O)=[O:23])([CH3:20])([CH3:19])[CH3:18].C(=O)([O-])[O-].[Na+].[Na+].COCCOC, predict the reaction product. The product is: [CH3:1][O:2][C:3](=[O:16])[C:4]1[C:5](=[CH:10][C:11]([CH2:14][C:26]2[CH:27]=[CH:28][CH:29]=[CH:30][C:25]=2[NH:24][C:22]([O:21][C:17]([CH3:20])([CH3:19])[CH3:18])=[O:23])=[CH:12][CH:13]=1)[C:6]([O:8][CH3:9])=[O:7].